From a dataset of Full USPTO retrosynthesis dataset with 1.9M reactions from patents (1976-2016). Predict the reactants needed to synthesize the given product. (1) Given the product [C:26]([C:24]1[CH:25]=[C:20]([S:19][CH:16]2[CH2:17][CH2:18][N:13]([S:10]([C:7]3[N:6]([CH3:35])[C:5]([CH2:3][OH:2])=[CH:9][CH:8]=3)(=[O:12])=[O:11])[CH2:14][CH2:15]2)[CH:21]=[C:22]([C:31]([CH3:34])([CH3:33])[CH3:32])[C:23]=1[OH:30])([CH3:29])([CH3:28])[CH3:27], predict the reactants needed to synthesize it. The reactants are: C[O:2][C:3]([C:5]1[N:6]([CH3:35])[C:7]([S:10]([N:13]2[CH2:18][CH2:17][CH:16]([S:19][C:20]3[CH:25]=[C:24]([C:26]([CH3:29])([CH3:28])[CH3:27])[C:23]([OH:30])=[C:22]([C:31]([CH3:34])([CH3:33])[CH3:32])[CH:21]=3)[CH2:15][CH2:14]2)(=[O:12])=[O:11])=[CH:8][CH:9]=1)=O.[H-].[H-].[H-].[H-].[Li+].[Al+3]. (2) Given the product [NH2:8][C:6]1[CH:5]=[CH:4][C:3]([CH:11]([CH2:16][NH2:17])[CH2:12][NH2:13])=[C:2]([CH3:1])[CH:7]=1, predict the reactants needed to synthesize it. The reactants are: [CH3:1][C:2]1[CH:7]=[C:6]([N+:8]([O-])=O)[CH:5]=[CH:4][C:3]=1[CH:11]([CH2:16][N+:17]([O-])=O)[CH2:12][N+:13]([O-])=O. (3) Given the product [CH3:13][O:12][N:11]([CH3:10])[C:6]([C:3]1[CH:4]=[CH:5][S:1][N:2]=1)=[O:8], predict the reactants needed to synthesize it. The reactants are: [S:1]1[CH:5]=[CH:4][C:3]([C:6]([OH:8])=O)=[N:2]1.Cl.[CH3:10][NH:11][O:12][CH3:13].C(NC(C)C)(C)C.CN(C)CCCN=C=NCC.